From a dataset of Forward reaction prediction with 1.9M reactions from USPTO patents (1976-2016). Predict the product of the given reaction. (1) Given the reactants [CH3:1][O:2][C:3](=[O:22])[CH2:4][C:5]1([CH2:11][NH:12][C:13](=[O:21])[C:14]2[CH:19]=[CH:18][CH:17]=[CH:16][C:15]=2[NH2:20])[CH2:10][CH2:9][CH2:8][CH2:7][CH2:6]1.[C:23](N1C=CN=C1)(N1C=CN=C1)=[O:24].N12CCCN=C1CCCCC2, predict the reaction product. The product is: [CH3:1][O:2][C:3](=[O:22])[CH2:4][C:5]1([CH2:11][N:12]2[C:13](=[O:21])[C:14]3[C:15](=[CH:16][CH:17]=[CH:18][CH:19]=3)[NH:20][C:23]2=[O:24])[CH2:6][CH2:7][CH2:8][CH2:9][CH2:10]1. (2) Given the reactants [CH3:1][C:2]1[CH:11]=[CH:10][C:9]2[C:4](=[C:5]([OH:12])[CH:6]=[CH:7][CH:8]=2)[N:3]=1.C1C=CC(P(C2C=CC=CC=2)C2C=CC=CC=2)=CC=1.CCOC(/N=N/C(OCC)=O)=O.[CH3:44][O:45][CH2:46][CH:47](O)[CH3:48], predict the reaction product. The product is: [CH3:44][O:45][CH2:46][CH:47]([O:12][C:5]1[CH:6]=[CH:7][CH:8]=[C:9]2[C:4]=1[N:3]=[C:2]([CH3:1])[CH:11]=[CH:10]2)[CH3:48].